This data is from Full USPTO retrosynthesis dataset with 1.9M reactions from patents (1976-2016). The task is: Predict the reactants needed to synthesize the given product. (1) Given the product [OH:1][C@@H:2]([CH2:29][CH2:30][C:31]1[CH:32]=[CH:33][CH:34]=[CH:35][CH:36]=1)/[CH:3]=[CH:4]/[C@@H:5]1[C@@H:12]2[C@@H:8]([O:9][CH:10]([OH:13])[CH2:11]2)[CH2:7][C@H:6]1[OH:14], predict the reactants needed to synthesize it. The reactants are: [OH:1][C@@H:2]([CH2:29][CH2:30][C:31]1[CH:36]=[CH:35][CH:34]=[CH:33][CH:32]=1)/[CH:3]=[CH:4]/[C@@H:5]1[C@@H:12]2[C@@H:8]([O:9][CH:10]([OH:13])[CH2:11]2)[CH2:7][C@H:6]1[O:14]C(C1C=CC(C2C=CC=CC=2)=CC=1)=O.C([O-])([O-])=O.[K+].[K+].P(=O)(O)(O)O. (2) Given the product [Cl:18][C:16]1[CH:15]=[CH:14][C:10]([C:11]([NH2:13])=[O:12])=[C:9]([O:4][CH2:3][CH:2]([F:5])[F:1])[N:17]=1, predict the reactants needed to synthesize it. The reactants are: [F:1][CH:2]([F:5])[CH2:3][OH:4].[H-].[Na+].Cl[C:9]1[N:17]=[C:16]([Cl:18])[CH:15]=[CH:14][C:10]=1[C:11]([NH2:13])=[O:12]. (3) Given the product [NH2:1][C:2]1[N:7]=[C:6]([O:31][CH:27]2[CH2:30][CH2:29][CH2:28]2)[C:5]([C:11]2[CH:12]=[CH:13][C:14](=[O:20])[N:15]([CH:17]([CH3:19])[CH3:18])[N:16]=2)=[C:4]([C:21]2[CH:26]=[CH:25][CH:24]=[CH:23][CH:22]=2)[N:3]=1, predict the reactants needed to synthesize it. The reactants are: [NH2:1][C:2]1[N:7]=[C:6](S(C)=O)[C:5]([C:11]2[CH:12]=[CH:13][C:14](=[O:20])[N:15]([CH:17]([CH3:19])[CH3:18])[N:16]=2)=[C:4]([C:21]2[CH:26]=[CH:25][CH:24]=[CH:23][CH:22]=2)[N:3]=1.[CH:27]1([OH:31])[CH2:30][CH2:29][CH2:28]1. (4) Given the product [CH:5]([C:4]1[CH:7]=[CH:8][C:9]([O:10][CH2:11][CH2:12][CH3:13])=[C:2]([CH:3]=1)[C:14]#[N:15])=[O:6], predict the reactants needed to synthesize it. The reactants are: Br[C:2]1[CH:3]=[C:4]([CH:7]=[CH:8][C:9]=1[O:10][CH2:11][CH2:12][CH3:13])[CH:5]=[O:6].[CH3:14][N:15](C=O)C.Cl. (5) Given the product [Br:8][C:9]1[CH:10]=[C:11]2[C:33](=[CH:34][CH:35]=1)[C:15]1[NH:16][C:17]([C@@H:19]3[C@H:24]4[CH2:25][C@H:21]([CH2:22][CH2:23]4)[N:20]3[C:42](=[O:43])[C@@H:41]([NH:40][C:38](=[O:39])[O:37][CH3:36])[CH:45]([CH3:47])[CH3:46])=[N:18][C:14]=1[CH:13]=[CH:12]2, predict the reactants needed to synthesize it. The reactants are: Cl.O1CCOCC1.[Br:8][C:9]1[CH:10]=[C:11]2[C:33](=[CH:34][CH:35]=1)[C:15]1[NH:16][C:17]([C@@H:19]3[C@H:24]4[CH2:25][C@H:21]([CH2:22][CH2:23]4)[N:20]3C(OC(C)(C)C)=O)=[N:18][C:14]=1[CH:13]=[CH:12]2.[CH3:36][O:37][C:38]([NH:40][C@@H:41]([CH:45]([CH3:47])[CH3:46])[C:42](O)=[O:43])=[O:39].CCN(C(C)C)C(C)C.CN(C(ON1N=NC2C=CC=NC1=2)=[N+](C)C)C.F[P-](F)(F)(F)(F)F. (6) The reactants are: I[C:2]1[C:10]2[C:5](=[CH:6][CH:7]=[CH:8][C:9]=2[N+:11]([O-])=O)[N:4]([CH2:14][C:15]2[CH:20]=[CH:19][CH:18]=[C:17]([CH3:21])[N:16]=2)[N:3]=1.[NH4+].[Cl-]. Given the product [CH3:21][C:17]1[N:16]=[C:15]([CH2:14][N:4]2[C:5]3[CH:6]=[CH:7][CH:8]=[C:9]([NH2:11])[C:10]=3[CH:2]=[N:3]2)[CH:20]=[CH:19][CH:18]=1, predict the reactants needed to synthesize it. (7) Given the product [CH3:15][O:16][C:17]([C:19]1[C:20]([S:14][CH2:13][C:10]2[CH:11]=[CH:12][C:7]([Cl:6])=[CH:8][CH:9]=2)=[N:21][S:22][C:23]=1[NH:24][C:25]([O:27][C:28]([CH3:31])([CH3:30])[CH3:29])=[O:26])=[O:18], predict the reactants needed to synthesize it. The reactants are: [Li]CCCC.[Cl:6][C:7]1[CH:12]=[CH:11][C:10]([CH2:13][SH:14])=[CH:9][CH:8]=1.[CH3:15][O:16][C:17]([C:19]1[C:20](S(C)(=O)=O)=[N:21][S:22][C:23]=1[NH:24][C:25]([O:27][C:28]([CH3:31])([CH3:30])[CH3:29])=[O:26])=[O:18].